Dataset: Reaction yield outcomes from USPTO patents with 853,638 reactions. Task: Predict the reaction yield, written as a fraction of the theoretical maximum amount of product (1.0 means a 100% yield; for example, 0.34 means a 34% yield). (1) The reactants are Br[C:2]1[CH:7]=[CH:6][CH:5]=[CH:4][C:3]=1[C:8]1[CH:13]=[CH:12][C:11]([S:14]([CH3:17])(=[O:16])=[O:15])=[CH:10][CH:9]=1.[Cl:18][C:19]1[CH:24]=[CH:23][C:22](B(O)O)=[CH:21][CH:20]=1. No catalyst specified. The product is [Cl:18][C:19]1[CH:24]=[CH:23][C:22]([C:2]2[CH:7]=[CH:6][CH:5]=[CH:4][C:3]=2[C:8]2[CH:13]=[CH:12][C:11]([S:14]([CH3:17])(=[O:16])=[O:15])=[CH:10][CH:9]=2)=[CH:21][CH:20]=1. The yield is 0.740. (2) The reactants are Cl[C:2]1[C:3]2[N:4]([CH:12]=[CH:13][N:14]=2)[C:5]2[C:10]([N:11]=1)=[CH:9][CH:8]=[CH:7][CH:6]=2.[CH3:15][NH2:16].O.C(Cl)Cl.CO. The catalyst is CCO.ClCCl. The product is [CH3:15][NH:16][C:2]1[C:3]2[N:4]([CH:12]=[CH:13][N:14]=2)[C:5]2[C:10]([N:11]=1)=[CH:9][CH:8]=[CH:7][CH:6]=2. The yield is 0.930. (3) The reactants are [Cl:1][C:2]1[N:7]=[C:6](Cl)[C:5]([Cl:9])=[CH:4][N:3]=1.[CH3:10][NH:11][CH:12]1[CH2:29][CH2:28][C:15]2([CH2:20][CH2:19][N:18]([C:21]([O:23][C:24]([CH3:27])([CH3:26])[CH3:25])=[O:22])[CH2:17][CH2:16]2)[CH2:14][CH2:13]1.C(N(CC)CC)C. The catalyst is C(O)C. The product is [Cl:1][C:2]1[N:7]=[C:6]([N:11]([CH3:10])[CH:12]2[CH2:29][CH2:28][C:15]3([CH2:20][CH2:19][N:18]([C:21]([O:23][C:24]([CH3:25])([CH3:26])[CH3:27])=[O:22])[CH2:17][CH2:16]3)[CH2:14][CH2:13]2)[C:5]([Cl:9])=[CH:4][N:3]=1. The yield is 0.145.